This data is from Reaction yield outcomes from USPTO patents with 853,638 reactions. The task is: Predict the reaction yield, written as a fraction of the theoretical maximum amount of product (1.0 means a 100% yield; for example, 0.34 means a 34% yield). (1) The reactants are [OH:1][NH:2][C:3](=[NH:7])[CH:4]([CH3:6])[CH3:5].N1C=CC=CC=1.[Cl:14][C:15]([Cl:20])([Cl:19])[C:16](Cl)=O.O. The catalyst is ClCCl. The product is [CH3:5][CH:4]([C:3]1[N:7]=[C:16]([C:15]([Cl:20])([Cl:19])[Cl:14])[O:1][N:2]=1)[CH3:6]. The yield is 0.760. (2) The product is [C:56]([C:51]1[CH:52]=[C:53]2[C:48](=[CH:49][CH:50]=1)[C:47](=[O:60])[N:46]([CH2:45][C:44]1[CH:61]=[CH:62][C:41]([B:64]3[O:68][C:67]([CH3:70])([CH3:69])[C:66]([CH3:72])([CH3:71])[O:65]3)=[CH:42][C:43]=1[F:63])[CH2:55][CH2:54]2)([CH3:59])([CH3:58])[CH3:57]. The yield is 0.790. The reactants are C(C1C=C2C(=C(F)C=1)C(=O)N(CC1C=CC(C3C=CN=C4NC(C5C=NN(C)C=5)=NC=34)=CC=1F)N=C2)(C)(C)C.Br[C:41]1[CH:62]=[CH:61][C:44]([CH2:45][N:46]2[CH2:55][CH2:54][C:53]3[C:48](=[CH:49][CH:50]=[C:51]([C:56]([CH3:59])([CH3:58])[CH3:57])[CH:52]=3)[C:47]2=[O:60])=[C:43]([F:63])[CH:42]=1.[B:64]1(B2OC(C)(C)C(C)(C)O2)[O:68][C:67]([CH3:70])([CH3:69])[C:66]([CH3:72])([CH3:71])[O:65]1.C1(P(C2CCCCC2)C2C=CC=CC=2C2C(C(C)C)=CC(C(C)C)=CC=2C(C)C)CCCCC1.C([O-])(=O)C.[K+].O1CCOCC1. The catalyst is C1C=CC(/C=C/C(/C=C/C2C=CC=CC=2)=O)=CC=1.C1C=CC(/C=C/C(/C=C/C2C=CC=CC=2)=O)=CC=1.C1C=CC(/C=C/C(/C=C/C2C=CC=CC=2)=O)=CC=1.C(Cl)(Cl)Cl.[Pd].[Pd]. (3) The reactants are [Cl:1][C:2]1[O:3][C:4]([C:12]2[CH:17]=[CH:16][C:15]([C:18]([F:21])([F:20])[F:19])=[CH:14][CH:13]=2)=[C:5]([CH:7](OC)[O:8]C)[N:6]=1.C(O)(=O)C(O)=O.O.Cl. The catalyst is C1COCC1. The product is [Cl:1][C:2]1[O:3][C:4]([C:12]2[CH:13]=[CH:14][C:15]([C:18]([F:21])([F:19])[F:20])=[CH:16][CH:17]=2)=[C:5]([CH:7]=[O:8])[N:6]=1. The yield is 0.830. (4) The reactants are [F:1][C:2]1[CH:7]=[C:6]([C:8]([F:11])([F:10])[F:9])[CH:5]=[CH:4][C:3]=1[C@H:12]1[CH2:17][C@@H:16]([C:18]2[O:22][NH:21][C:20](=[O:23])[CH:19]=2)[CH2:15][CH2:14][N:13]1C(OC)=O.Br. No catalyst specified. The product is [F:1][C:2]1[CH:7]=[C:6]([C:8]([F:9])([F:10])[F:11])[CH:5]=[CH:4][C:3]=1[C@H:12]1[CH2:17][C@@H:16]([C:18]2[O:22][NH:21][C:20](=[O:23])[CH:19]=2)[CH2:15][CH2:14][NH:13]1. The yield is 0.840. (5) The product is [Br:8][C:14]1[C:13]([CH3:16])=[CH:12][C:11]([O:17][CH3:18])=[C:10]([CH3:9])[CH:15]=1. The reactants are C1C(=O)N([Br:8])C(=O)C1.[CH3:9][C:10]1[CH:15]=[CH:14][C:13]([CH3:16])=[CH:12][C:11]=1[O:17][CH3:18].O.CCCCCCC. The yield is 0.979. The catalyst is CN(C=O)C.